Dataset: Peptide-MHC class I binding affinity with 185,985 pairs from IEDB/IMGT. Task: Regression. Given a peptide amino acid sequence and an MHC pseudo amino acid sequence, predict their binding affinity value. This is MHC class I binding data. (1) The peptide sequence is SLARRHLAR. The MHC is HLA-A74:01 with pseudo-sequence HLA-A74:01. The binding affinity (normalized) is 0.650. (2) The peptide sequence is KLVANNTRL. The MHC is HLA-A24:02 with pseudo-sequence HLA-A24:02. The binding affinity (normalized) is 0. (3) The peptide sequence is SEIQLQRLC. The MHC is HLA-B18:01 with pseudo-sequence HLA-B18:01. The binding affinity (normalized) is 0.144. (4) The peptide sequence is RQGKFIKNK. The MHC is HLA-A02:03 with pseudo-sequence HLA-A02:03. The binding affinity (normalized) is 0.00261. (5) The binding affinity (normalized) is 0.255. The peptide sequence is IPDVIELAY. The MHC is HLA-A29:02 with pseudo-sequence HLA-A29:02. (6) The peptide sequence is RFPLTFGW. The MHC is HLA-A68:02 with pseudo-sequence HLA-A68:02. The binding affinity (normalized) is 0. (7) The peptide sequence is DFPIFNQRY. The MHC is HLA-A03:01 with pseudo-sequence HLA-A03:01. The binding affinity (normalized) is 0.0847. (8) The peptide sequence is VMCGGSLYVK. The MHC is HLA-A68:01 with pseudo-sequence HLA-A68:01. The binding affinity (normalized) is 0.164. (9) The binding affinity (normalized) is 0.995. The peptide sequence is FPVTPQVPL. The MHC is HLA-B42:01 with pseudo-sequence HLA-B42:01.